Predict which catalyst facilitates the given reaction. From a dataset of Catalyst prediction with 721,799 reactions and 888 catalyst types from USPTO. (1) Reactant: [Se:1]1[CH:5]=[CH:4][CH:3]=[C:2]1[C:6]1[CH:11]=[CH:10][C:9]([OH:12])=[CH:8][CH:7]=1.C(N(CC)CC)C.[CH:20]([Si:23]([CH:28]([CH3:30])[CH3:29])([CH:25]([CH3:27])[CH3:26])Cl)([CH3:22])[CH3:21].O. Product: [CH:20]([Si:23]([CH:28]([CH3:30])[CH3:29])([CH:25]([CH3:27])[CH3:26])[O:12][C:9]1[CH:10]=[CH:11][C:6]([C:2]2[Se:1][CH:5]=[CH:4][CH:3]=2)=[CH:7][CH:8]=1)([CH3:22])[CH3:21]. The catalyst class is: 166. (2) Reactant: C([O:8][C:9]([N:11]1[CH2:16][CH2:15][CH:14]([N:17]2[C:21]([NH:22][C:23]([NH:25][C@@H:26]3[C:35]4[C:30](=[CH:31][CH:32]=[CH:33][CH:34]=4)[C@H:29]([O:36][C:37]4[CH:38]=[CH:39][C:40]5[N:41]([C:43]([CH:46]([CH3:48])[CH3:47])=[N:44][N:45]=5)[CH:42]=4)[CH2:28][CH2:27]3)=[O:24])=[CH:20][C:19]([C:49]([CH3:52])([CH3:51])[CH3:50])=[N:18]2)[CH2:13][CH2:12]1)=O)C1C=CC=CC=1.C=O.CC(O)=O.[BH-](OC(C)=O)(OC(C)=O)OC(C)=O.[Na+]. Product: [NH4+:11].[OH-:8].[C:49]([C:19]1[CH:20]=[C:21]([NH:22][C:23]([NH:25][C@@H:26]2[C:35]3[C:30](=[CH:31][CH:32]=[CH:33][CH:34]=3)[C@H:29]([O:36][C:37]3[CH:38]=[CH:39][C:40]4[N:41]([C:43]([CH:46]([CH3:48])[CH3:47])=[N:44][N:45]=4)[CH:42]=3)[CH2:28][CH2:27]2)=[O:24])[N:17]([CH:14]2[CH2:13][CH2:12][N:11]([CH3:9])[CH2:16][CH2:15]2)[N:18]=1)([CH3:52])([CH3:51])[CH3:50]. The catalyst class is: 2.